From a dataset of Reaction yield outcomes from USPTO patents with 853,638 reactions. Predict the reaction yield, written as a fraction of the theoretical maximum amount of product (1.0 means a 100% yield; for example, 0.34 means a 34% yield). (1) The reactants are [Cl:1][C:2]1[CH:3]=[CH:4][C:5]([O:25][CH3:26])=[C:6]([NH:8][C:9](=[O:24])[CH2:10][N:11]2[C:19]3[CH2:18][CH2:17][NH:16][CH2:15][C:14]=3[C:13]([C:20]([F:23])([F:22])[F:21])=[N:12]2)[CH:7]=1.[CH3:27][C:28]([CH3:30])=O.C([BH3-])#N.[Na+]. The catalyst is CO. The product is [Cl:1][C:2]1[CH:3]=[CH:4][C:5]([O:25][CH3:26])=[C:6]([NH:8][C:9](=[O:24])[CH2:10][N:11]2[C:19]3[CH2:18][CH2:17][N:16]([CH:28]([CH3:30])[CH3:27])[CH2:15][C:14]=3[C:13]([C:20]([F:23])([F:22])[F:21])=[N:12]2)[CH:7]=1. The yield is 0.310. (2) The reactants are [CH3:1][C:2]([C:4]1[CH:9]=[CH:8][C:7]([F:10])=[C:6]([F:11])[CH:5]=1)=[O:3].CC(C)=O.C(OCC)(=O)C. The catalyst is O1CCCC1. The product is [F:11][C:6]1[CH:5]=[C:4]([C@H:2]([OH:3])[CH3:1])[CH:9]=[CH:8][C:7]=1[F:10]. The yield is 0.740. (3) The reactants are [C:1]([C:3]1[CH:4]=[C:5]([NH:9][C:10]([N:12]2[CH2:17][CH2:16][N:15]([C:18]([O:20][C:21]([CH3:24])([CH3:23])[CH3:22])=[O:19])[CH2:14][CH:13]2[CH2:25]O)=[O:11])[CH:6]=[CH:7][CH:8]=1)#[N:2].C1(P(C2C=CC=CC=2)C2C=CC=CC=2)C=CC=CC=1.N(C(OCC)=O)=NC(OCC)=O.C1(C)C=CC=CC=1.O. The catalyst is CN(C)C=O. The product is [C:1]([C:3]1[CH:4]=[C:5]([N:9]2[CH2:25][CH:13]3[CH2:14][N:15]([C:18]([O:20][C:21]([CH3:22])([CH3:23])[CH3:24])=[O:19])[CH2:16][CH2:17][N:12]3[C:10]2=[O:11])[CH:6]=[CH:7][CH:8]=1)#[N:2]. The yield is 0.924. (4) The reactants are [NH:1]1[C:10]2[C:5](=[CH:6][CH:7]=[CH:8][CH:9]=2)[CH:4]=[CH:3][C:2]1=[O:11].CN(C=O)C.[H-].[Na+].Br[CH2:20][CH2:21][CH2:22][Cl:23]. The catalyst is CCOC(C)=O. The product is [Cl:23][CH2:22][CH2:21][CH2:20][N:1]1[C:10]2[C:5](=[CH:6][CH:7]=[CH:8][CH:9]=2)[CH:4]=[CH:3][C:2]1=[O:11]. The yield is 0.410. (5) The reactants are N1C=CC=CC=1.C(B1OB(C=C)OB([CH:17]=[CH2:18])O1)=C.[CH2:19]([O:26][C:27]1[N:28]=[N:29][C:30](Cl)=[CH:31][C:32]=1[O:33][CH2:34][C:35]1[CH:40]=[CH:39][CH:38]=[CH:37][CH:36]=1)[C:20]1[CH:25]=[CH:24][CH:23]=[CH:22][CH:21]=1.C(=O)([O-])[O-].[K+].[K+]. The catalyst is C(OCC)(=O)C. The product is [CH2:19]([O:26][C:27]1[N:28]=[N:29][C:30]([CH:17]=[CH2:18])=[CH:31][C:32]=1[O:33][CH2:34][C:35]1[CH:40]=[CH:39][CH:38]=[CH:37][CH:36]=1)[C:20]1[CH:21]=[CH:22][CH:23]=[CH:24][CH:25]=1. The yield is 0.380. (6) The reactants are Cl[C:2]1[CH:7]=[C:6]([CH3:8])[N:5]=[C:4]([NH:9][C:10]2[CH:15]=[CH:14][C:13]([N:16]3[CH:20]=[C:19]([CH3:21])[N:18]=[CH:17]3)=[C:12]([O:22][CH3:23])[CH:11]=2)[N:3]=1.[CH3:24][O-:25].[Na+]. The catalyst is CO. The product is [CH3:23][O:22][C:12]1[CH:11]=[C:10]([NH:9][C:4]2[N:3]=[C:2]([O:25][CH3:24])[CH:7]=[C:6]([CH3:8])[N:5]=2)[CH:15]=[CH:14][C:13]=1[N:16]1[CH:20]=[C:19]([CH3:21])[N:18]=[CH:17]1. The yield is 0.310.